Dataset: Catalyst prediction with 721,799 reactions and 888 catalyst types from USPTO. Task: Predict which catalyst facilitates the given reaction. (1) The catalyst class is: 6. Product: [Si:49]([O:56][CH2:57][C@H:58]([O:12][C:5]1[CH:6]=[CH:7][CH:8]=[C:9]2[C:4]=1[N:3]=[C:2]([CH3:1])[CH:11]=[CH:10]2)[CH3:59])([C:52]([CH3:53])([CH3:54])[CH3:55])([CH3:51])[CH3:50]. Reactant: [CH3:1][C:2]1[CH:11]=[CH:10][C:9]2[C:4](=[C:5]([OH:12])[CH:6]=[CH:7][CH:8]=2)[N:3]=1.O1CCCC1.C1(P(C2C=CC=CC=2)C2C=CC=CC=2)C=CC=CC=1.N(C(OCC)=O)=NC(OCC)=O.[Si:49]([O:56][CH2:57][C@@H:58](O)[CH3:59])([C:52]([CH3:55])([CH3:54])[CH3:53])([CH3:51])[CH3:50]. (2) Reactant: [CH3:1][O:2][C:3](=[O:38])[CH2:4][C@H:5]([OH:37])[CH2:6][C@H:7]([OH:36])[CH:8]=[CH:9][C:10]1[N:11]([CH2:34][CH3:35])[C:12]([C:25](=[O:33])[NH:26][C:27]2[CH:32]=[CH:31][CH:30]=[CH:29][CH:28]=2)=[C:13]([CH:22]([CH3:24])[CH3:23])[C:14]=1[C:15]1[CH:20]=[CH:19][C:18]([F:21])=[CH:17][CH:16]=1. Product: [CH3:1][O:2][C:3](=[O:38])[CH2:4][C@H:5]([OH:37])[CH2:6][C@H:7]([OH:36])[CH2:8][CH2:9][C:10]1[N:11]([CH2:34][CH3:35])[C:12]([C:25](=[O:33])[NH:26][C:27]2[CH:32]=[CH:31][CH:30]=[CH:29][CH:28]=2)=[C:13]([CH:22]([CH3:23])[CH3:24])[C:14]=1[C:15]1[CH:20]=[CH:19][C:18]([F:21])=[CH:17][CH:16]=1. The catalyst class is: 19. (3) Reactant: [CH3:1][O:2][CH2:3][CH2:4][C:5]#[C:6][C:7]1[CH:12]=[CH:11][N:10]=[CH:9][C:8]=1[O:13][C:14](=[O:16])[CH3:15].N1C2C(=CC=CC=2)C=CC=1.[H][H]. Product: [CH3:1][O:2][CH2:3][CH2:4][CH2:5][CH2:6][C:7]1[CH:12]=[CH:11][N:10]=[CH:9][C:8]=1[O:13][C:14](=[O:16])[CH3:15]. The catalyst class is: 78. (4) Reactant: [CH3:1][O:2][C:3](=[O:24])[CH2:4][CH2:5][CH2:6][CH2:7][CH2:8][O:9][C:10]1[CH:15]=[CH:14][C:13]([NH2:16])=[C:12]([NH:17][C:18]2[CH:23]=[CH:22][CH:21]=[CH:20][CH:19]=2)[CH:11]=1.N[C:26](N)=[O:27]. Product: [CH3:1][O:2][C:3](=[O:24])[CH2:4][CH2:5][CH2:6][CH2:7][CH2:8][O:9][C:10]1[CH:15]=[CH:14][C:13]2[NH:16][C:26](=[O:27])[N:17]([C:18]3[CH:19]=[CH:20][CH:21]=[CH:22][CH:23]=3)[C:12]=2[CH:11]=1. The catalyst class is: 6.